This data is from Catalyst prediction with 721,799 reactions and 888 catalyst types from USPTO. The task is: Predict which catalyst facilitates the given reaction. Reactant: [NH2:1][C:2]1[CH:10]=[CH:9][C:5]([C:6]([OH:8])=O)=[CH:4][N:3]=1.[NH2:11][CH:12]1[CH2:17][CH2:16][N:15]([CH3:18])[CH2:14][CH2:13]1.CCN(C(C)C)C(C)C.CN(C(ON1N=NC2C=CC=NC1=2)=[N+](C)C)C.F[P-](F)(F)(F)(F)F. Product: [NH2:1][C:2]1[N:3]=[CH:4][C:5]([C:6]([NH:11][CH:12]2[CH2:17][CH2:16][N:15]([CH3:18])[CH2:14][CH2:13]2)=[O:8])=[CH:9][CH:10]=1. The catalyst class is: 3.